From a dataset of Catalyst prediction with 721,799 reactions and 888 catalyst types from USPTO. Predict which catalyst facilitates the given reaction. Product: [CH3:9][C:3]1[CH:4]=[N:5][CH:6]=[C:7]([CH3:8])[C:2]=1[CH:18]=[O:19]. The catalyst class is: 788. Reactant: Br[C:2]1[C:7]([CH3:8])=[CH:6][N:5]=[CH:4][C:3]=1[CH3:9].C([Li])CCC.CN([CH:18]=[O:19])C.